Dataset: Full USPTO retrosynthesis dataset with 1.9M reactions from patents (1976-2016). Task: Predict the reactants needed to synthesize the given product. Given the product [F:23][C:20]1[CH:21]=[CH:22][C:17]([O:15][CH2:14][C:13]2[N:9]([CH3:8])[N:10]=[CH:11][CH:12]=2)=[N:18][CH:19]=1, predict the reactants needed to synthesize it. The reactants are: [H-].[Na+].CN(C)C=O.[CH3:8][N:9]1[C:13]([CH2:14][OH:15])=[CH:12][CH:11]=[N:10]1.F[C:17]1[CH:22]=[CH:21][C:20]([F:23])=[CH:19][N:18]=1.